From a dataset of CYP2C19 inhibition data for predicting drug metabolism from PubChem BioAssay. Regression/Classification. Given a drug SMILES string, predict its absorption, distribution, metabolism, or excretion properties. Task type varies by dataset: regression for continuous measurements (e.g., permeability, clearance, half-life) or binary classification for categorical outcomes (e.g., BBB penetration, CYP inhibition). Dataset: cyp2c19_veith. (1) The molecule is COc1ccc(-c2nc3cnc(OC)nc3n(C[C@H]3CCCO3)c2=O)cc1. The result is 0 (non-inhibitor). (2) The compound is O=C(Cc1cccs1)N1CCC(c2nc3c(nnn3Cc3ccccc3Cl)c(=O)[nH]2)CC1. The result is 1 (inhibitor). (3) The drug is CN1CCN(C2=Cc3ccccc3Oc3ccc(Cl)cc32)CC1. The result is 1 (inhibitor). (4) The molecule is Cn1cc(C(=O)OCC2CCN(CCNS(C)(=O)=O)CC2)c2ccccc21. The result is 0 (non-inhibitor). (5) The drug is CC1(C)S[C@@H]2[C@H](NC(=O)[C@@H](N)c3ccccc3)C(=O)N2[C@H]1C(=O)O.O.O.O. The result is 0 (non-inhibitor). (6) The drug is O=C(CSc1nc(-c2ccccc2)cs1)N1CCc2ccccc21. The result is 1 (inhibitor). (7) The result is 0 (non-inhibitor). The drug is CCNc1ncc2nc(-c3cccc(C#N)c3)c(=O)n(CCC#N)c2n1.